Dataset: Catalyst prediction with 721,799 reactions and 888 catalyst types from USPTO. Task: Predict which catalyst facilitates the given reaction. (1) Reactant: [N+:1]([C:4]1[CH:9]=[CH:8][CH:7]=[CH:6][C:5]=1[N:10]1[CH:14]=[C:13]([C:15]2[CH:20]=[CH:19][CH:18]=[CH:17][CH:16]=2)[CH:12]=[N:11]1)([O-])=O. Product: [C:15]1([C:13]2[CH:12]=[N:11][N:10]([C:5]3[CH:6]=[CH:7][CH:8]=[CH:9][C:4]=3[NH2:1])[CH:14]=2)[CH:16]=[CH:17][CH:18]=[CH:19][CH:20]=1. The catalyst class is: 403. (2) Reactant: [CH:1]1[CH:6]=[CH:5][CH:4]=[CH:3][CH:2]=1.[H][H].[CH:9](O)([CH3:11])[CH3:10]. Product: [C:1]1([CH:9]([CH3:11])[CH3:10])[CH:6]=[CH:5][CH:4]=[CH:3][CH:2]=1. The catalyst class is: 6. (3) Reactant: [Cl:1][C:2]1[C:7]([C:8]2[CH:13]=[CH:12][CH:11]=[C:10]([CH2:14][CH3:15])[CH:9]=2)=[C:6]([C@H:16]([O:30][CH2:31][CH2:32][NH:33][C:34]([O:36][CH3:37])=[O:35])[C@@H:17]2[O:22][CH2:21][CH2:20][N:19](C(OC(C)(C)C)=O)[CH2:18]2)[CH:5]=[CH:4][CH:3]=1.C(O)(C(F)(F)F)=O. Product: [Cl:1][C:2]1[C:7]([C:8]2[CH:13]=[CH:12][CH:11]=[C:10]([CH2:14][CH3:15])[CH:9]=2)=[C:6]([C@@H:16]([C@@H:17]2[O:22][CH2:21][CH2:20][NH:19][CH2:18]2)[O:30][CH2:31][CH2:32][NH:33][C:34](=[O:35])[O:36][CH3:37])[CH:5]=[CH:4][CH:3]=1. The catalyst class is: 2. (4) Reactant: [H-].[Na+].[C:3]([O:10][C:11]([CH3:14])([CH3:13])[CH3:12])(=[O:9])[CH2:4][C:5]([O:7][CH3:8])=[O:6].Cl[C:16]1[N:23]=[CH:22][C:21]([C:24]([F:27])([F:26])[F:25])=[CH:20][C:17]=1[C:18]#[N:19]. Product: [C:18]([C:17]1[C:16]([CH:4]([C:5]([O:7][CH3:8])=[O:6])[C:3]([O:10][C:11]([CH3:14])([CH3:13])[CH3:12])=[O:9])=[N:23][CH:22]=[C:21]([C:24]([F:27])([F:25])[F:26])[CH:20]=1)#[N:19]. The catalyst class is: 1.